From a dataset of Forward reaction prediction with 1.9M reactions from USPTO patents (1976-2016). Predict the product of the given reaction. (1) Given the reactants [N+:1]([C:4]1[CH:5]=[C:6]([S:10]([NH:13][CH2:14][C:15]2[CH:20]=[CH:19][N:18]=[CH:17][CH:16]=2)(=[O:12])=[O:11])[CH:7]=[CH:8][CH:9]=1)([O-])=O.S(S([O-])=O)([O-])=O.[Na+].[Na+].COC(O)C.Cl.C(=O)([O-])[O-].[Na+].[Na+], predict the reaction product. The product is: [NH2:1][C:4]1[CH:5]=[C:6]([S:10]([NH:13][CH2:14][C:15]2[CH:16]=[CH:17][N:18]=[CH:19][CH:20]=2)(=[O:12])=[O:11])[CH:7]=[CH:8][CH:9]=1. (2) Given the reactants [CH3:1][O:2][C:3]1[N:8]=[CH:7][C:6]([CH:9]=O)=[CH:5][CH:4]=1.C(O)(=O)[CH2:12][C:13]([OH:15])=[O:14].N1CCCCC1.Cl, predict the reaction product. The product is: [CH3:1][O:2][C:3]1[N:8]=[CH:7][C:6](/[CH:9]=[CH:12]/[C:13]([OH:15])=[O:14])=[CH:5][CH:4]=1.